Dataset: CYP3A4 inhibition data for predicting drug metabolism from PubChem BioAssay. Task: Regression/Classification. Given a drug SMILES string, predict its absorption, distribution, metabolism, or excretion properties. Task type varies by dataset: regression for continuous measurements (e.g., permeability, clearance, half-life) or binary classification for categorical outcomes (e.g., BBB penetration, CYP inhibition). Dataset: cyp3a4_veith. (1) The compound is O=c1c2ccccc2ncn1CCCSc1ccccc1. The result is 0 (non-inhibitor). (2) The molecule is O=C(CSc1c[nH]c2ccccc12)N1CCOCC1. The result is 1 (inhibitor). (3) The drug is CC1(C)COCN1COC1CCCCC1. The result is 0 (non-inhibitor). (4) The drug is N#Cc1cc(N)ccc1Sc1ccc(Cl)cc1. The result is 1 (inhibitor). (5) The drug is COCCN=C1Sc2nc3c(C)cccc3cc2CN1Cc1ccco1. The result is 1 (inhibitor). (6) The compound is Cc1cc(Cl)ccc1OCC(=O)Nc1nc(N)nc(N)n1. The result is 0 (non-inhibitor).